From a dataset of Catalyst prediction with 721,799 reactions and 888 catalyst types from USPTO. Predict which catalyst facilitates the given reaction. (1) Reactant: Cl[C:2]1[C:7]([NH:8][C:9](=[O:24])[C:10]2[CH:15]=[C:14]([O:16][CH3:17])[C:13]([O:18][CH2:19][CH:20]3[CH2:22][CH2:21]3)=[C:12]([F:23])[CH:11]=2)=[CH:6][N:5]=[C:4]([O:25][CH2:26][C@@H:27]([NH:29][C:30](=[O:36])[O:31][C:32]([CH3:35])([CH3:34])[CH3:33])[CH3:28])[CH:3]=1.C(=O)([O-])[O-].[K+].[K+].C(OCC)(=O)C. Product: [CH:20]1([CH2:19][O:18][C:13]2[C:14]([O:16][CH3:17])=[CH:15][C:10]([C:9]3[O:24][C:2]4[CH:3]=[C:4]([O:25][CH2:26][C@@H:27]([NH:29][C:30](=[O:36])[O:31][C:32]([CH3:35])([CH3:34])[CH3:33])[CH3:28])[N:5]=[CH:6][C:7]=4[N:8]=3)=[CH:11][C:12]=2[F:23])[CH2:22][CH2:21]1. The catalyst class is: 122. (2) Reactant: Cl.[NH2:2][C@@H:3]([CH2:8][CH3:9])[C:4]([O:6][CH3:7])=[O:5].[CH3:10][O:11][C:12]1[CH:17]=[CH:16][C:15]([S:18](Cl)(=[O:20])=[O:19])=[CH:14][CH:13]=1.C(Cl)(Cl)Cl. Product: [CH3:10][O:11][C:12]1[CH:13]=[CH:14][C:15]([S:18]([NH:2][C@@H:3]([CH2:8][CH3:9])[C:4]([O:6][CH3:7])=[O:5])(=[O:20])=[O:19])=[CH:16][CH:17]=1. The catalyst class is: 17. (3) Reactant: CO[C:3]1[CH:8]=[CH:7][C:6]([NH2:9])=[CH:5][CH:4]=1.CN(C)C1C=CC=CC=1.CO[C:21]1[CH:26]=[CH:25][C:24]([C:27]([CH2:29]Br)=O)=[CH:23][CH:22]=1. Product: [C:24]1([C:27]2[NH:9][C:6]3[C:7]([CH:29]=2)=[CH:8][CH:3]=[CH:4][CH:5]=3)[CH:25]=[CH:26][CH:21]=[CH:22][CH:23]=1. The catalyst class is: 25. (4) Reactant: [F:1][C:2]1[CH:8]=[CH:7][C:5]([NH2:6])=[CH:4][CH:3]=1.[CH2:9]=[C:10]([CH2:14][C:15](O)=[O:16])[C:11]([OH:13])=[O:12]. Product: [F:1][C:2]1[CH:8]=[CH:7][C:5]([N:6]2[C:15](=[O:16])[CH2:14][CH:10]([C:11]([OH:13])=[O:12])[CH2:9]2)=[CH:4][CH:3]=1. The catalyst class is: 6. (5) Reactant: [CH2:1]([Mg]Br)[CH2:2][CH2:3][CH2:4][CH2:5][CH3:6].[Br:9][C:10]1[CH:11]=[C:12]([CH:15]=[CH:16][CH:17]=1)[CH:13]=[O:14]. Product: [Br:9][C:10]1[CH:17]=[CH:16][CH:15]=[C:12]([CH:13]([OH:14])[CH2:1][CH2:2][CH2:3][CH2:4][CH2:5][CH3:6])[CH:11]=1. The catalyst class is: 7. (6) Reactant: Cl[C:2]1[N:7]=[N:6][C:5]([N:8]2[CH2:13][CH2:12][NH:11][C@@H:10]([CH3:14])[CH2:9]2)=[C:4]2[CH:15]=[N:16][CH:17]=[CH:18][C:3]=12.[F:19][C:20]([F:31])([F:30])[C:21]1[CH:26]=[CH:25][C:24](B(O)O)=[CH:23][CH:22]=1.C(=O)([O-])[O-].[Na+].[Na+].C1(C)C=CC=CC=1. Product: [CH3:14][C@@H:10]1[NH:11][CH2:12][CH2:13][N:8]([C:5]2[N:6]=[N:7][C:2]([C:24]3[CH:25]=[CH:26][C:21]([C:20]([F:31])([F:30])[F:19])=[CH:22][CH:23]=3)=[C:3]3[CH:18]=[CH:17][N:16]=[CH:15][C:4]=23)[CH2:9]1. The catalyst class is: 535.